From a dataset of Reaction yield outcomes from USPTO patents with 853,638 reactions. Predict the reaction yield, written as a fraction of the theoretical maximum amount of product (1.0 means a 100% yield; for example, 0.34 means a 34% yield). (1) The reactants are [CH2:1]([C:4]1([CH:20]([CH3:22])[CH3:21])[O:9][C:8](=[O:10])[N:7]([C@H:11]([C:13]2[CH:18]=[CH:17][C:16]([Br:19])=[CH:15][CH:14]=2)[CH3:12])[CH2:6][CH2:5]1)[CH:2]=[CH2:3].B.C1C[O:27]CC1. The catalyst is C1COCC1. The product is [Br:19][C:16]1[CH:15]=[CH:14][C:13]([C@@H:11]([N:7]2[CH2:6][CH2:5][C:4]([CH2:1][CH2:2][CH2:3][OH:27])([CH:20]([CH3:22])[CH3:21])[O:9][C:8]2=[O:10])[CH3:12])=[CH:18][CH:17]=1. The yield is 0.220. (2) The product is [F:24][C:25]1[CH:33]=[C:32]2[C:28]([C:29]([C:43]3[CH:44]=[N:45][N:46]([CH2:48][CH:49]([CH3:53])[C:50]([NH2:4])=[O:51])[CH:47]=3)=[CH:30][N:31]2[S:34]([C:37]2[CH:38]=[CH:39][CH:40]=[CH:41][CH:42]=2)(=[O:36])=[O:35])=[CH:27][CH:26]=1. The reactants are IC1C2C(=CC(C(F)(F)F)=CC=2)[N:4](S(C2C=CC=CC=2)(=O)=O)C=1.[F:24][C:25]1[CH:33]=[C:32]2[C:28]([C:29]([C:43]3[CH:44]=[N:45][N:46]([CH2:48][CH:49]([CH3:53])[C:50](O)=[O:51])[CH:47]=3)=[CH:30][N:31]2[S:34]([C:37]2[CH:42]=[CH:41][CH:40]=[CH:39][CH:38]=2)(=[O:36])=[O:35])=[CH:27][CH:26]=1. The yield is 1.00. No catalyst specified. (3) The reactants are [C:1]([C:3]1[CH:8]=[CH:7][CH:6]=[CH:5][C:4]=1[C:9]1[CH:14]=[CH:13][C:12]([CH2:15][CH:16]([C:22](=O)[CH2:23][CH2:24][CH3:25])[C:17](OCC)=[O:18])=[C:11]([F:27])[CH:10]=1)#[N:2].[CH3:28][C:29]1([CH3:42])[CH2:34][CH:33]([NH:35][C:36]2[NH:40][C:39]([CH3:41])=[N:38][N:37]=2)[CH2:32][CH2:31][O:30]1. No catalyst specified. The product is [CH3:28][C:29]1([CH3:42])[CH2:34][CH:33]([N:35]2[C:17](=[O:18])[C:16]([CH2:15][C:12]3[CH:13]=[CH:14][C:9]([C:4]4[C:3]([C:1]#[N:2])=[CH:8][CH:7]=[CH:6][CH:5]=4)=[CH:10][C:11]=3[F:27])=[C:22]([CH2:23][CH2:24][CH3:25])[N:37]3[N:38]=[C:39]([CH3:41])[N:40]=[C:36]23)[CH2:32][CH2:31][O:30]1. The yield is 0.560. (4) The reactants are C[O:2][C:3](=[O:37])[C@@H:4]([NH:17][C:18]([C:20]1[S:24][C:23]([NH:25][C:26](=[O:35])[CH2:27][C:28]2[CH:33]=[CH:32][CH:31]=[C:30]([OH:34])[CH:29]=2)=[N:22][C:21]=1[CH3:36])=[O:19])[CH2:5][NH:6][C:7](=[O:16])[C:8]1[CH:13]=[C:12]([F:14])[CH:11]=[C:10]([F:15])[CH:9]=1.O.[OH-].[Li+].Cl. The catalyst is C1COCC1.O. The product is [F:15][C:10]1[CH:9]=[C:8]([CH:13]=[C:12]([F:14])[CH:11]=1)[C:7]([NH:6][CH2:5][C@H:4]([NH:17][C:18]([C:20]1[S:24][C:23]([NH:25][C:26](=[O:35])[CH2:27][C:28]2[CH:33]=[CH:32][CH:31]=[C:30]([OH:34])[CH:29]=2)=[N:22][C:21]=1[CH3:36])=[O:19])[C:3]([OH:37])=[O:2])=[O:16]. The yield is 0.590. (5) The reactants are [N+:1]([CH2:4][CH:5]([C:10]1[CH:14]=[CH:13][S:12][CH:11]=1)[CH2:6][C:7]([OH:9])=O)([O-:3])=[O:2]. The catalyst is ClCCCl. The product is [N+:1]([CH2:4][CH:5]1[C:10]2[CH:14]=[CH:13][S:12][C:11]=2[C:7](=[O:9])[CH2:6]1)([O-:3])=[O:2]. The yield is 0.740.